Dataset: Forward reaction prediction with 1.9M reactions from USPTO patents (1976-2016). Task: Predict the product of the given reaction. (1) Given the reactants [H-].[Li+].[O:3]=[C:4]1[C:9]([C:10]([O:12][CH3:13])=[O:11])=[CH:8][CH:7]=[CH:6][NH:5]1.I[CH3:15], predict the reaction product. The product is: [CH3:15][N:5]1[CH:6]=[CH:7][CH:8]=[C:9]([C:10]([O:12][CH3:13])=[O:11])[C:4]1=[O:3]. (2) Given the reactants [CH2:1]([O:8][C:9](=[O:24])[C@@H:10]([NH:16][C:17]([O:19][C:20]([CH3:23])([CH3:22])[CH3:21])=[O:18])[CH2:11][CH2:12][C:13]([OH:15])=O)[C:2]1[CH:7]=[CH:6][CH:5]=[CH:4][CH:3]=1.CN(C(ON1N=NC2C=CC=NC1=2)=[N+](C)C)C.F[P-](F)(F)(F)(F)F.CCN(C(C)C)C(C)C.[CH2:58]([NH2:65])[C:59]1[CH:64]=[CH:63][CH:62]=[CH:61][CH:60]=1, predict the reaction product. The product is: [CH2:1]([O:8][C:9](=[O:24])[C@@H:10]([NH:16][C:17]([O:19][C:20]([CH3:23])([CH3:22])[CH3:21])=[O:18])[CH2:11][CH2:12][C:13](=[O:15])[NH:65][CH2:58][C:59]1[CH:64]=[CH:63][CH:62]=[CH:61][CH:60]=1)[C:2]1[CH:3]=[CH:4][CH:5]=[CH:6][CH:7]=1. (3) Given the reactants [Cl:1][C:2]1[CH:7]=[CH:6][CH:5]=[C:4]([Cl:8])[C:3]=1[C:9]1[NH:10][C:11]2[CH:17]=[C:16]([C:18]([NH:20][OH:21])=[NH:19])[CH:15]=[CH:14][C:12]=2[N:13]=1.[C:22](O[C:22](=O)[C:23]([CH3:26])([CH3:25])[CH3:24])(=O)[C:23]([CH3:26])([CH3:25])[CH3:24], predict the reaction product. The product is: [C:23]([C:26]1[O:21][N:20]=[C:18]([C:16]2[CH:15]=[CH:14][C:12]3[N:13]=[C:9]([C:3]4[C:4]([Cl:8])=[CH:5][CH:6]=[CH:7][C:2]=4[Cl:1])[NH:10][C:11]=3[CH:17]=2)[N:19]=1)([CH3:25])([CH3:24])[CH3:22]. (4) Given the reactants [O:1]=[C:2]1[NH:11][C:10]2[N:9]=[CH:8][C:7](/[CH:12]=[CH:13]/[C:14]([O:16][CH2:17][CH3:18])=[O:15])=[CH:6][C:5]=2[CH2:4][CH2:3]1, predict the reaction product. The product is: [O:1]=[C:2]1[NH:11][C:10]2[N:9]=[CH:8][C:7]([CH2:12][CH2:13][C:14]([O:16][CH2:17][CH3:18])=[O:15])=[CH:6][C:5]=2[CH2:4][CH2:3]1. (5) Given the reactants C(NC(C)C)(C)C.C([Li])CCC.[CH2:13]([O:20][C:21]([CH:23]1[CH2:28][CH2:27][CH2:26][O:25][CH2:24]1)=[O:22])[C:14]1[CH:19]=[CH:18][CH:17]=[CH:16][CH:15]=1.[CH:29](=[O:31])[CH3:30], predict the reaction product. The product is: [CH2:13]([O:20][C:21]([C:23]1([CH:29]([OH:31])[CH3:30])[CH2:28][CH2:27][CH2:26][O:25][CH2:24]1)=[O:22])[C:14]1[CH:15]=[CH:16][CH:17]=[CH:18][CH:19]=1. (6) The product is: [Cl:25][C:24]1[C:16]([CH3:15])=[C:17]2[C:21](=[CH:22][CH:23]=1)[NH:20][C:19](=[O:26])[C:18]2=[CH:12][C:7]1[CH:8]=[C:9]2[C:4](=[CH:5][CH:6]=1)[O:3][C:2]([CH3:14])([CH3:1])[CH2:11][CH2:10]2. Given the reactants [CH3:1][C:2]1([CH3:14])[CH2:11][CH2:10][C:9]2[C:4](=[CH:5][CH:6]=[C:7]([CH:12]=O)[CH:8]=2)[O:3]1.[CH3:15][C:16]1[C:24]([Cl:25])=[CH:23][CH:22]=[C:21]2[C:17]=1[CH2:18][C:19](=[O:26])[NH:20]2, predict the reaction product. (7) The product is: [Br:1][C:2]1[CH:11]=[CH:10][C:9]2[NH:8][C:7](=[O:33])[N:6]3[C:14](=[O:24])[N:15]([C:17]4[CH:22]=[CH:21][C:20]([CH3:23])=[CH:19][CH:18]=4)[N:16]=[C:5]3[C:4]=2[CH:3]=1. Given the reactants [Br:1][C:2]1[CH:11]=[CH:10][C:9]2[N:8]=[C:7](SC)[N:6]3[C:14](=[O:24])[N:15]([C:17]4[CH:22]=[CH:21][C:20]([CH3:23])=[CH:19][CH:18]=4)[N:16]=[C:5]3[C:4]=2[CH:3]=1.C1C=C(Cl)C=C(C(OO)=[O:33])C=1.[O-]S([O-])(=S)=O.[Na+].[Na+].C([O-])(O)=O.[Na+], predict the reaction product.